This data is from NCI-60 drug combinations with 297,098 pairs across 59 cell lines. The task is: Regression. Given two drug SMILES strings and cell line genomic features, predict the synergy score measuring deviation from expected non-interaction effect. (1) Drug 1: CN(C)N=NC1=C(NC=N1)C(=O)N. Drug 2: CC1=C(C=C(C=C1)C(=O)NC2=CC(=CC(=C2)C(F)(F)F)N3C=C(N=C3)C)NC4=NC=CC(=N4)C5=CN=CC=C5. Cell line: T-47D. Synergy scores: CSS=1.31, Synergy_ZIP=0.135, Synergy_Bliss=2.80, Synergy_Loewe=1.73, Synergy_HSA=1.97. (2) Drug 2: CC1=C2C(C(=O)C3(C(CC4C(C3C(C(C2(C)C)(CC1OC(=O)C(C(C5=CC=CC=C5)NC(=O)C6=CC=CC=C6)O)O)OC(=O)C7=CC=CC=C7)(CO4)OC(=O)C)O)C)OC(=O)C. Cell line: HCT116. Synergy scores: CSS=60.6, Synergy_ZIP=-2.50, Synergy_Bliss=-4.46, Synergy_Loewe=-4.73, Synergy_HSA=0.00766. Drug 1: C1=CC(=C2C(=C1NCCNCCO)C(=O)C3=C(C=CC(=C3C2=O)O)O)NCCNCCO. (3) Drug 1: C1=NC2=C(N=C(N=C2N1C3C(C(C(O3)CO)O)F)Cl)N. Drug 2: CC(C)(C#N)C1=CC(=CC(=C1)CN2C=NC=N2)C(C)(C)C#N. Cell line: SF-295. Synergy scores: CSS=-9.09, Synergy_ZIP=3.01, Synergy_Bliss=-0.908, Synergy_Loewe=-7.10, Synergy_HSA=-6.77.